Task: Predict the reaction yield, written as a fraction of the theoretical maximum amount of product (1.0 means a 100% yield; for example, 0.34 means a 34% yield).. Dataset: Reaction yield outcomes from USPTO patents with 853,638 reactions (1) The reactants are C(OC[N:9]1[C:13]2[N:14]=[C:15]([NH:28][C:29]3[CH:34]=[CH:33][C:32]([N:35]([CH2:37][CH2:38][O:39][CH3:40])[CH3:36])=[CH:31][CH:30]=3)[N:16]=[C:17]([O:18][C:19]3[CH:24]=[CH:23][CH:22]=[C:21]([N+:25]([O-:27])=[O:26])[CH:20]=3)[C:12]=2[CH:11]=[CH:10]1)(=O)C(C)(C)C.CO.[OH-].[Na+]. The catalyst is O. The product is [CH3:40][O:39][CH2:38][CH2:37][N:35]([CH3:36])[C:32]1[CH:31]=[CH:30][C:29]([NH:28][C:15]2[N:16]=[C:17]([O:18][C:19]3[CH:24]=[CH:23][CH:22]=[C:21]([N+:25]([O-:27])=[O:26])[CH:20]=3)[C:12]3[CH:11]=[CH:10][NH:9][C:13]=3[N:14]=2)=[CH:34][CH:33]=1. The yield is 0.947. (2) The reactants are [Br:1][C:2]1[C:7]([N+:8]([O-])=O)=[CH:6][CH:5]=[C:4]([Cl:11])[N:3]=1.Br[Mg][CH:14]=[CH2:15]. The catalyst is C1COCC1. The yield is 0.530. The product is [Br:1][C:2]1[N:3]=[C:4]([Cl:11])[CH:5]=[C:6]2[CH:15]=[CH:14][NH:8][C:7]=12. (3) The reactants are [N:1]12[CH2:8][CH2:7][C:4]([C:9]([C:17]3[CH:22]=[CH:21][CH:20]=[CH:19][CH:18]=3)([C:11]3[CH:16]=[CH:15][CH:14]=[CH:13][CH:12]=3)[OH:10])([CH2:5][CH2:6]1)[CH2:3][CH2:2]2.[Br:23][CH2:24][CH2:25][O:26][CH2:27][C:28]1[CH:33]=[CH:32][CH:31]=[C:30]([O:34][CH3:35])[CH:29]=1. The catalyst is CC#N. The product is [Br-:23].[OH:10][C:9]([C:17]1[CH:22]=[CH:21][CH:20]=[CH:19][CH:18]=1)([C:11]1[CH:12]=[CH:13][CH:14]=[CH:15][CH:16]=1)[C:4]12[CH2:5][CH2:6][N+:1]([CH2:24][CH2:25][O:26][CH2:27][C:28]3[CH:33]=[CH:32][CH:31]=[C:30]([O:34][CH3:35])[CH:29]=3)([CH2:2][CH2:3]1)[CH2:8][CH2:7]2. The yield is 0.140. (4) The reactants are NCCOCCN[C:8](=[O:14])[O:9][C:10]([CH3:13])([CH3:12])[CH3:11].[C:15]([O:22][CH3:23])(=[O:21])/[CH:16]=[CH:17]/[C:18]([O-:20])=O.CCN=C=NC[CH2:30][CH2:31][N:32](C)C.[CH3:35][CH2:36][O:37]C(C)=O. The catalyst is CC#N. The product is [C:10]([O:9][C:8]([CH2:35][CH2:36][O:37][CH2:30][CH2:31][NH:32][C:18](=[O:20])/[CH:17]=[CH:16]/[C:15]([O:22][CH3:23])=[O:21])=[O:14])([CH3:11])([CH3:12])[CH3:13]. The yield is 0.640. (5) The reactants are [NH:1]1[CH2:4][CH:3]([CH2:5][C:6]2[N:7]([CH3:32])[C:8]3[C:13]([N:14]=2)=[C:12]([N:15]2[CH2:20][CH2:19][O:18][CH2:17][CH2:16]2)[N:11]=[C:10]([N:21]2[C:25]4[CH:26]=[CH:27][CH:28]=[CH:29][C:24]=4[N:23]=[C:22]2[CH2:30][CH3:31])[N:9]=3)[CH2:2]1.[C:33](O)(=[O:37])[C@H:34]([CH3:36])[OH:35].CCN(C(C)C)C(C)C.CN(C(ON1N=NC2C=CC=NC1=2)=[N+](C)C)C.F[P-](F)(F)(F)(F)F. The catalyst is C(Cl)Cl. The product is [CH2:30]([C:22]1[N:21]([C:10]2[N:9]=[C:8]3[C:13]([N:14]=[C:6]([CH2:5][CH:3]4[CH2:2][N:1]([C:33](=[O:37])[C@@H:34]([OH:35])[CH3:36])[CH2:4]4)[N:7]3[CH3:32])=[C:12]([N:15]3[CH2:20][CH2:19][O:18][CH2:17][CH2:16]3)[N:11]=2)[C:25]2[CH:26]=[CH:27][CH:28]=[CH:29][C:24]=2[N:23]=1)[CH3:31]. The yield is 0.160. (6) The reactants are [NH2:1][C:2]1[NH:3][C:4](=O)[C:5]2[CH2:10][CH:9]([CH3:11])[CH2:8][C:6]=2[N:7]=1.P(Cl)(Cl)([Cl:15])=O. No catalyst specified. The product is [Cl:15][C:4]1[C:5]2[CH2:10][CH:9]([CH3:11])[CH2:8][C:6]=2[N:7]=[C:2]([NH2:1])[N:3]=1. The yield is 0.340.